From a dataset of Catalyst prediction with 721,799 reactions and 888 catalyst types from USPTO. Predict which catalyst facilitates the given reaction. (1) Reactant: [F:1][C:2]([F:13])([F:12])[CH:3]1[CH2:8][CH2:7][CH:6]([C:9]([NH2:11])=O)[CH2:5][CH2:4]1.[BH4-].[Na+].II.CO. Product: [F:1][C:2]([F:12])([F:13])[CH:3]1[CH2:4][CH2:5][CH:6]([CH2:9][NH2:11])[CH2:7][CH2:8]1. The catalyst class is: 1. (2) Reactant: [CH3:1][O:2][C:3]1[CH:8]=[CH:7][C:6]([C:9]2[O:13][C:12]([C:14]([N:16]3[CH2:19][CH:18]([O:20][C:21]4[CH:28]=[CH:27][C:24]([CH:25]=O)=[CH:23][CH:22]=4)[CH2:17]3)=[O:15])=[N:11][N:10]=2)=[CH:5][CH:4]=1.Cl.[CH3:30][C:31]1([CH2:36][OH:37])[CH2:35][CH2:34][NH:33][CH2:32]1.[Na].C([O-])(O)=O.[Na+]. Product: [OH:37][CH2:36][C:31]1([CH3:30])[CH2:35][CH2:34][N:33]([CH2:25][C:24]2[CH:23]=[CH:22][C:21]([O:20][CH:18]3[CH2:19][N:16]([C:14]([C:12]4[O:13][C:9]([C:6]5[CH:7]=[CH:8][C:3]([O:2][CH3:1])=[CH:4][CH:5]=5)=[N:10][N:11]=4)=[O:15])[CH2:17]3)=[CH:28][CH:27]=2)[CH2:32]1. The catalyst class is: 4. (3) Reactant: [CH3:1][N:2]([CH3:25])[C:3](=[O:24])[CH2:4][C:5]1[C:13]2[C:8](=[C:9]([F:21])[CH:10]=[C:11]([CH2:16][CH2:17][C:18](O)=[O:19])[C:12]=2[O:14][CH3:15])[N:7]([CH2:22][CH3:23])[CH:6]=1.C[N:27](C(ON1N=NC2C=CC=NC1=2)=[N+](C)C)C.F[P-](F)(F)(F)(F)F.CCN(C(C)C)C(C)C.[Cl-].[NH4+]. Product: [CH3:1][N:2]([CH3:25])[C:3](=[O:24])[CH2:4][C:5]1[C:13]2[C:8](=[C:9]([F:21])[CH:10]=[C:11]([CH2:16][CH2:17][C:18]([NH2:27])=[O:19])[C:12]=2[O:14][CH3:15])[N:7]([CH2:22][CH3:23])[CH:6]=1. The catalyst class is: 20.